This data is from Forward reaction prediction with 1.9M reactions from USPTO patents (1976-2016). The task is: Predict the product of the given reaction. (1) Given the reactants C[Al](C)C.[NH2:5][C:6]1[CH:11]=[CH:10][CH:9]=[CH:8][CH:7]=1.C([O:14][C:15]([C:17]1[N:21]2[N:22]=[C:23]([Cl:27])[C:24]([CH3:26])=[CH:25][C:20]2=[N:19][CH:18]=1)=O)C, predict the reaction product. The product is: [C:6]1([NH:5][C:15]([C:17]2[N:21]3[N:22]=[C:23]([Cl:27])[C:24]([CH3:26])=[CH:25][C:20]3=[N:19][CH:18]=2)=[O:14])[CH:11]=[CH:10][CH:9]=[CH:8][CH:7]=1. (2) Given the reactants [CH3:1][O:2][C:3]1[CH:8]=[CH:7][C:6](B(O)O)=[C:5]([CH3:12])[CH:4]=1.Br[C:14]1[CH:23]=[C:22]([O:24][CH3:25])[C:21]2[NH:20][CH2:19][C@@H:18]3[CH2:26][N:27](C(OC(C)(C)C)=O)[CH2:28][C@@H:17]3[C:16]=2[CH:15]=1, predict the reaction product. The product is: [CH3:25][O:24][C:22]1[C:21]2[NH:20][CH2:19][C@@H:18]3[CH2:26][NH:27][CH2:28][C@@H:17]3[C:16]=2[CH:15]=[C:14]([C:6]2[CH:7]=[CH:8][C:3]([O:2][CH3:1])=[CH:4][C:5]=2[CH3:12])[CH:23]=1. (3) Given the reactants Cl[C:2]1[CH:7]=[CH:6][CH:5]=[CH:4][C:3]=1[N:8]1[C:12]2=[N:13][CH:14]=[N:15][C:16]([O:17][C@@H:18]([CH2:29][O:30][CH3:31])[C:19]([NH:21][C:22]3[CH:27]=[CH:26][C:25]([CH3:28])=[CH:24][N:23]=3)=[O:20])=[C:11]2[CH:10]=[N:9]1, predict the reaction product. The product is: [CH3:31][O:30][CH2:29][C@H:18]([O:17][C:16]1[N:15]=[CH:14][N:13]=[C:12]2[N:8]([C:3]3[CH:4]=[CH:5][CH:6]=[CH:7][CH:2]=3)[N:9]=[CH:10][C:11]=12)[C:19]([NH:21][C:22]1[CH:27]=[CH:26][C:25]([CH3:28])=[CH:24][N:23]=1)=[O:20]. (4) Given the reactants [Cl:1][C:2]1[C:12]2[CH2:11][CH2:10][CH2:9][C:8]([C:13]3[CH:18]=[CH:17][CH:16]=[CH:15][CH:14]=3)=[C:7]([CH2:19][CH2:20][CH2:21][CH2:22][CH2:23][CH2:24]O)[C:6]=2[CH:5]=[CH:4][C:3]=1[OH:26].C1(P(C2C=CC=CC=2)C2C=CC=CC=2)C=CC=CC=1.C(Br)(Br)(Br)[Br:47], predict the reaction product. The product is: [Br:47][CH2:24][CH2:23][CH2:22][CH2:21][CH2:20][CH2:19][C:7]1[C:6]2[CH:5]=[CH:4][C:3]([OH:26])=[C:2]([Cl:1])[C:12]=2[CH2:11][CH2:10][CH2:9][C:8]=1[C:13]1[CH:18]=[CH:17][CH:16]=[CH:15][CH:14]=1.